Task: Binary Classification. Given a drug SMILES string, predict its activity (active/inactive) in a high-throughput screening assay against a specified biological target.. Dataset: HIV replication inhibition screening data with 41,000+ compounds from the AIDS Antiviral Screen The molecule is CC1(C)CC23C4COC(=O)C2CCC1C3CC4=O. The result is 0 (inactive).